Dataset: Forward reaction prediction with 1.9M reactions from USPTO patents (1976-2016). Task: Predict the product of the given reaction. (1) Given the reactants [N-]=[N+]=[N-].[Na+].C(OC(=O)CCOCCOCCOCCOS(S(C1C=CC(C)=CC=1)(=O)=O)(=O)=O)(C)(C)C.[C:37]([O:41][C:42](=[O:57])[CH2:43][CH2:44][O:45][CH2:46][CH2:47][O:48][CH2:49][CH2:50][O:51][CH2:52][CH2:53][N:54]=[N+]=[N-])([CH3:40])([CH3:39])[CH3:38], predict the reaction product. The product is: [C:37]([O:41][C:42](=[O:57])[CH2:43][CH2:44][O:45][CH2:46][CH2:47][O:48][CH2:49][CH2:50][O:51][CH2:52][CH2:53][NH2:54])([CH3:38])([CH3:40])[CH3:39]. (2) The product is: [Cl:24][C:4]([C:3]1[CH:18]=[CH:19][CH:20]=[CH:21][C:2]=1[Cl:1])=[N:6][NH:7][S:8]([C:11]1[CH:17]=[CH:16][C:14]([CH3:15])=[CH:13][CH:12]=1)(=[O:10])=[O:9]. Given the reactants [Cl:1][C:2]1[CH:21]=[CH:20][CH:19]=[CH:18][C:3]=1[C:4]([NH:6][NH:7][S:8]([C:11]1[CH:17]=[CH:16][C:14]([CH3:15])=[CH:13][CH:12]=1)(=[O:10])=[O:9])=O.O=S(Cl)[Cl:24], predict the reaction product. (3) The product is: [NH2:21][CH:20]([C:15]1([N:14]([CH3:22])[CH3:13])[CH2:19][CH2:18][CH2:17][CH2:16]1)[CH2:6][CH2:1][CH2:2][CH3:3]. Given the reactants [C:1]1(C)[CH:6]=CC=[CH:3][CH:2]=1.C([Li])CCC.[CH3:13][N:14]([CH3:22])[C:15]1([C:20]#[N:21])[CH2:19][CH2:18][CH2:17][CH2:16]1.[BH4-].[Na+].C(=O)([O-])O.[Na+], predict the reaction product. (4) The product is: [CH2:33]([N:3]([CH2:1][CH3:2])[C:4](=[O:5])[C:6]1[CH:32]=[CH:31][C:9]([CH2:10][N:11]2[C:19]3[CH2:18][CH2:17][NH:16][CH2:15][C:14]=3[C:13]([C:27]([F:30])([F:29])[F:28])=[N:12]2)=[CH:8][CH:7]=1)[CH3:34]. Given the reactants [CH2:1]([N:3]([CH2:33][CH3:34])[C:4]([C:6]1[CH:32]=[CH:31][C:9]([CH2:10][N:11]2[C:19]3[CH2:18][CH2:17][N:16](C(OC(C)(C)C)=O)[CH2:15][C:14]=3[C:13]([C:27]([F:30])([F:29])[F:28])=[N:12]2)=[CH:8][CH:7]=1)=[O:5])[CH3:2].FC(F)(F)C(O)=O, predict the reaction product. (5) Given the reactants CS([O:5][CH2:6][C@H:7]1[CH2:12][CH2:11][C@H:10]([C@H:13]2[CH2:18][CH2:17][C@H:16]([CH:19]=[CH2:20])[CH2:15][CH2:14]2)[CH2:9][CH2:8]1)(=O)=O.[F:21][C:22]1[C:27]([F:28])=[C:26]([O:29][CH2:30][CH3:31])[CH:25]=[CH:24][C:23]=1O.P([O-])([O-])([O-])=O.[K+].[K+].[K+].O, predict the reaction product. The product is: [CH2:30]([O:29][C:26]1[CH:25]=[CH:24][C:23]([O:5][CH2:6][C@H:7]2[CH2:12][CH2:11][C@H:10]([C@H:13]3[CH2:18][CH2:17][C@H:16]([CH:19]=[CH2:20])[CH2:15][CH2:14]3)[CH2:9][CH2:8]2)=[C:22]([F:21])[C:27]=1[F:28])[CH3:31]. (6) Given the reactants [NH2:1][CH2:2][C@H:3]1[N:8]([C:9]([C:11]2[N:12]=[C:13]([CH3:23])[S:14][C:15]=2[C:16]2[CH:17]=[C:18]([CH3:22])[CH:19]=[CH:20][CH:21]=2)=[O:10])[CH2:7][C@@H:6]2[C@H:4]1[CH2:5]2.[O:24]1[C:28]2[CH:29]=[CH:30][C:31]([C:33](O)=[O:34])=[CH:32][C:27]=2[O:26][CH2:25]1, predict the reaction product. The product is: [CH3:23][C:13]1[S:14][C:15]([C:16]2[CH:17]=[C:18]([CH3:22])[CH:19]=[CH:20][CH:21]=2)=[C:11]([C:9]([N:8]2[CH2:7][C@@H:6]3[C@@H:4]([CH2:5]3)[C@H:3]2[CH2:2][NH:1][C:33]([C:31]2[CH:30]=[CH:29][C:28]3[O:24][CH2:25][O:26][C:27]=3[CH:32]=2)=[O:34])=[O:10])[N:12]=1.